From a dataset of Forward reaction prediction with 1.9M reactions from USPTO patents (1976-2016). Predict the product of the given reaction. (1) Given the reactants CO[C:3]([C:5]1[N:6]([CH3:20])[C:7]([C:10]2[S:18][C:17]3[C:12](=[N:13][CH:14]=[CH:15][C:16]=3[Cl:19])[CH:11]=2)=[CH:8][N:9]=1)=[O:4].[CH2:21]([NH2:23])[CH3:22], predict the reaction product. The product is: [CH2:21]([NH:23][C:3]([C:5]1[N:6]([CH3:20])[C:7]([C:10]2[S:18][C:17]3[C:12](=[N:13][CH:14]=[CH:15][C:16]=3[Cl:19])[CH:11]=2)=[CH:8][N:9]=1)=[O:4])[CH3:22]. (2) Given the reactants [F:1][C:2]([F:15])([F:14])[S:3]([O:6]S(C(F)(F)F)(=O)=O)(=[O:5])=[O:4].O[CH:17]([CH2:23][CH2:24][C:25]1[CH:30]=[CH:29][CH:28]=[CH:27][CH:26]=1)[C:18]([O:20][CH2:21][CH3:22])=[O:19].O.Cl, predict the reaction product. The product is: [C:25]1([CH2:24][CH2:23][CH:17]([O:6][S:3]([C:2]([F:15])([F:14])[F:1])(=[O:5])=[O:4])[C:18]([O:20][CH2:21][CH3:22])=[O:19])[CH:30]=[CH:29][CH:28]=[CH:27][CH:26]=1. (3) Given the reactants [CH3:1][N:2]([CH3:27])[CH2:3][CH2:4][C:5]1[CH:10]=[CH:9][C:8]([C:11]2[C:12]3[C:13]4[CH:26]=[CH:25][S:24][C:14]=4[C:15](=[O:23])[NH:16][C:17]=3[CH:18]=[CH:19][C:20]=2[O:21]C)=[CH:7][CH:6]=1.BrB(Br)Br, predict the reaction product. The product is: [CH3:27][N:2]([CH3:1])[CH2:3][CH2:4][C:5]1[CH:6]=[CH:7][C:8]([C:11]2[C:12]3[C:13]4[CH:26]=[CH:25][S:24][C:14]=4[C:15](=[O:23])[NH:16][C:17]=3[CH:18]=[CH:19][C:20]=2[OH:21])=[CH:9][CH:10]=1. (4) Given the reactants [Li+].[CH3:2]C([N-]C(C)C)C.[Br:9][C:10]1[CH:11]=[C:12]([CH:16]([CH3:20])[C:17]([OH:19])=[O:18])[CH:13]=[CH:14][CH:15]=1.CI, predict the reaction product. The product is: [Br:9][C:10]1[CH:11]=[C:12]([C:16]([CH3:2])([CH3:20])[C:17]([OH:19])=[O:18])[CH:13]=[CH:14][CH:15]=1. (5) The product is: [F:1][C:2]1[CH:7]=[C:6]([F:8])[CH:5]=[CH:4][C:3]=1[CH:9]([F:23])[CH:10]1[CH2:15][CH2:14][N:13]([C:16]([O:18][C:19]([CH3:21])([CH3:20])[CH3:22])=[O:17])[CH2:12][CH2:11]1.[ClH:24]. Given the reactants [F:1][C:2]1[CH:7]=[C:6]([F:8])[CH:5]=[CH:4][C:3]=1[C@H:9]([F:23])[CH:10]1[CH2:15][CH2:14][N:13]([C:16]([O:18][C:19]([CH3:22])([CH3:21])[CH3:20])=[O:17])[CH2:12][CH2:11]1.[ClH:24], predict the reaction product. (6) Given the reactants [NH2:1][NH2:2].[O:3]=[C:4]1[C:8]([CH2:9][C:10]([OH:12])=[O:11])=[CH:7][C:6](=O)[O:5]1, predict the reaction product. The product is: [OH:5][C:6]1[CH:7]=[C:8]([CH2:9][C:10]([OH:12])=[O:11])[C:4](=[O:3])[NH:1][N:2]=1.